The task is: Predict the product of the given reaction.. This data is from Forward reaction prediction with 1.9M reactions from USPTO patents (1976-2016). (1) Given the reactants [F:1][C:2]1[C:3]([NH:18][C@@H:19]2[CH2:24][CH2:23][CH2:22][N:21]([C:25](=[O:28])[CH:26]=[CH2:27])[CH2:20]2)=[N:4][C:5]([NH:8][C:9]2[CH:10]=[C:11]3[C:15](=[CH:16][CH:17]=2)[CH2:14][NH:13][CH2:12]3)=[N:6][CH:7]=1.O=[C:30]1[CH2:35][CH2:34][N:33]([C:36]([O:38][C:39]([CH3:42])([CH3:41])[CH3:40])=[O:37])[CH2:32][CH2:31]1.[BH3-]C#N.[Na+], predict the reaction product. The product is: [C:25]([N:21]1[CH2:22][CH2:23][CH2:24][C@@H:19]([NH:18][C:3]2[C:2]([F:1])=[CH:7][N:6]=[C:5]([NH:8][C:9]3[CH:10]=[C:11]4[C:15](=[CH:16][CH:17]=3)[CH2:14][N:13]([CH:30]3[CH2:35][CH2:34][N:33]([C:36]([O:38][C:39]([CH3:42])([CH3:41])[CH3:40])=[O:37])[CH2:32][CH2:31]3)[CH2:12]4)[N:4]=2)[CH2:20]1)(=[O:28])[CH:26]=[CH2:27]. (2) Given the reactants [Li+].[F:2][C:3]([F:23])([F:22])[C:4]1[CH:9]=[CH:8][C:7]([N:10]2[CH2:15][CH2:14][N:13]([CH2:16][CH2:17][CH2:18][C:19]([O-:21])=O)[CH2:12][CH2:11]2)=[CH:6][CH:5]=1.C(N(C(C)C)CC)(C)C.F[P-](F)(F)(F)(F)F.CN(C)C(ON1C2C=CC=CC=2N=N1)=[N+](C)C.Cl.[N+:58]([C:61]1[N:66]=[CH:65][C:64]([NH:67][CH:68]2[CH2:73][CH2:72][NH:71][CH2:70][CH2:69]2)=[CH:63][CH:62]=1)([O-:60])=[O:59], predict the reaction product. The product is: [N+:58]([C:61]1[N:66]=[CH:65][C:64]([NH:67][CH:68]2[CH2:73][CH2:72][N:71]([C:19](=[O:21])[CH2:18][CH2:17][CH2:16][N:13]3[CH2:14][CH2:15][N:10]([C:7]4[CH:8]=[CH:9][C:4]([C:3]([F:2])([F:22])[F:23])=[CH:5][CH:6]=4)[CH2:11][CH2:12]3)[CH2:70][CH2:69]2)=[CH:63][CH:62]=1)([O-:60])=[O:59]. (3) Given the reactants [CH3:1][Si](C=[N+]=[N-])(C)C.[CH:8]([C:10]1[CH:18]=[C:14]([C:15]([OH:17])=[O:16])[C:13]([OH:19])=[CH:12][CH:11]=1)=[O:9], predict the reaction product. The product is: [CH:8]([C:10]1[CH:11]=[CH:12][C:13]([OH:19])=[C:14]([CH:18]=1)[C:15]([O:17][CH3:1])=[O:16])=[O:9].